This data is from Full USPTO retrosynthesis dataset with 1.9M reactions from patents (1976-2016). The task is: Predict the reactants needed to synthesize the given product. (1) Given the product [O:19]1[CH2:20][CH2:21][N:16]([C:13]2[CH:12]=[N:11][CH:10]=[C:9]3[C:14]=2[CH:15]=[C:6]([C:4]([OH:5])=[O:3])[CH:7]=[N:8]3)[CH2:17][CH2:18]1, predict the reactants needed to synthesize it. The reactants are: C([O:3][C:4]([C:6]1[CH:7]=[N:8][C:9]2[C:14]([CH:15]=1)=[C:13]([N:16]1[CH2:21][CH2:20][O:19][CH2:18][CH2:17]1)[CH:12]=[N:11][CH:10]=2)=[O:5])C.O1CCOCC1.[OH-].[Li+]. (2) Given the product [F:1][C:2]1[N:3]=[CH:4][C:5]([C:6](=[O:7])[CH3:14])=[CH:12][CH:13]=1, predict the reactants needed to synthesize it. The reactants are: [F:1][C:2]1[CH:13]=[CH:12][C:5]([C:6](N(OC)C)=[O:7])=[CH:4][N:3]=1.[CH3:14][Mg]Br.